Dataset: Full USPTO retrosynthesis dataset with 1.9M reactions from patents (1976-2016). Task: Predict the reactants needed to synthesize the given product. (1) Given the product [CH3:18][O:19][CH2:20][O:8][C:3]1[CH:4]=[CH:5][CH:6]=[CH:7][C:2]=1[Br:1], predict the reactants needed to synthesize it. The reactants are: [Br:1][C:2]1[CH:7]=[CH:6][CH:5]=[CH:4][C:3]=1[OH:8].C(N(C(C)C)CC)(C)C.[CH3:18][O:19][CH2:20]Cl. (2) Given the product [Cl:1][C:2]1[CH:7]=[CH:6][C:5]([CH:8]=[O:9])=[C:4]([F:10])[C:3]=1[I:11], predict the reactants needed to synthesize it. The reactants are: [Cl:1][C:2]1[CH:7]=[CH:6][C:5]([CH2:8][OH:9])=[C:4]([F:10])[C:3]=1[I:11]. (3) Given the product [CH3:6][O:7][C:9]1[C:12](=[O:28])[N:11]([CH3:10])[CH2:16][C:15]([CH3:26])([C:17]2[CH:22]=[CH:21][CH:20]=[C:19]([N+:23]([O-:25])=[O:24])[CH:18]=2)[N:14]=1, predict the reactants needed to synthesize it. The reactants are: F[B-](F)(F)F.[CH3:6][O+:7]([CH3:9])C.[CH3:10][N:11]1[CH2:16][C:15]([CH3:26])([C:17]2[CH:22]=[CH:21][CH:20]=[C:19]([N+:23]([O-:25])=[O:24])[CH:18]=2)[NH:14]C(=O)[C:12]1=[O:28]. (4) Given the product [CH2:2]([O:9][C:10]1[CH:11]=[CH:12][C:13]([CH3:19])=[C:14]([B:16]([OH:18])[OH:17])[CH:15]=1)[C:3]1[CH:8]=[CH:7][CH:6]=[CH:5][CH:4]=1, predict the reactants needed to synthesize it. The reactants are: Br[CH2:2][C:3]1[CH:8]=[CH:7][CH:6]=[CH:5][CH:4]=1.[OH:9][C:10]1[CH:11]=[CH:12][C:13]([CH3:19])=[C:14]([B:16]([OH:18])[OH:17])[CH:15]=1.C(=O)([O-])[O-].[Cs+].[Cs+].CN(C=O)C. (5) Given the product [CH:1]1([N:7]([C@H:21]2[CH2:22][CH2:23][C@H:24]([CH2:27][O:28][CH2:29][CH3:30])[CH2:25][CH2:26]2)[C:8](=[O:20])[NH:9][C:10]2[S:11][C:12]([S:15][CH2:16][CH2:51][C:50]([OH:60])=[O:49])=[CH:13][N:14]=2)[CH2:2][CH2:3][CH2:4][CH2:5][CH2:6]1, predict the reactants needed to synthesize it. The reactants are: [CH:1]1([N:7]([C@H:21]2[CH2:26][CH2:25][C@H:24]([CH2:27][O:28][CH3:29])[CH2:23][CH2:22]2)[C:8](=[O:20])[NH:9][C:10]2[S:11][C:12]([S:15][CH2:16]C(O)=O)=[CH:13][N:14]=2)[CH2:6][CH2:5][CH2:4][CH2:3][CH2:2]1.[CH:30]1(N[C@H]2CC[C@H](COCC)CC2)CCCCC1.C([O:49][C:50](=[O:60])[CH:51](SC1SC(N)=NC=1)C)C. (6) Given the product [CH3:14][O:15][C:16](=[O:20])[CH2:17][N:18]([S:9]([C:6]1[CH:7]=[CH:8][C:3]([CH2:2][Br:1])=[CH:4][CH:5]=1)(=[O:11])=[O:10])[CH3:19], predict the reactants needed to synthesize it. The reactants are: [Br:1][CH2:2][C:3]1[CH:8]=[CH:7][C:6]([S:9](Cl)(=[O:11])=[O:10])=[CH:5][CH:4]=1.Cl.[CH3:14][O:15][C:16](=[O:20])[CH2:17][NH:18][CH3:19].C1COCC1.C(N(CC)CC)C. (7) Given the product [CH3:53][N:50]1[CH2:51][CH2:52][CH:47]([C:45]2[CH:44]=[CH:43][C:35]([C:36]([O:38][C:39]([CH3:42])([CH3:40])[CH3:41])=[O:37])=[C:34]([NH:33][CH:11]3[CH2:12][CH2:13][O:8][CH2:9][CH2:10]3)[CH:46]=2)[CH2:48][CH2:49]1, predict the reactants needed to synthesize it. The reactants are: FC(F)(F)C(O)=O.[O:8]1[CH2:13][CH2:12][C:11](=O)[CH2:10][CH2:9]1.C(O[BH-](OC(=O)C)OC(=O)C)(=O)C.C[N+](C)(C)C.[NH2:33][C:34]1[CH:46]=[C:45]([CH:47]2[CH2:52][CH2:51][N:50]([CH3:53])[CH2:49][CH2:48]2)[CH:44]=[CH:43][C:35]=1[C:36]([O:38][C:39]([CH3:42])([CH3:41])[CH3:40])=[O:37].